This data is from Full USPTO retrosynthesis dataset with 1.9M reactions from patents (1976-2016). The task is: Predict the reactants needed to synthesize the given product. (1) Given the product [F:46][C:47]1([F:51])[CH2:50][N:49]([C:13](=[O:15])[C@H:12]([N:9]2[C:8](=[O:19])[C:7]3=[CH:20][NH:21][C:5]4[C:6]3=[C:11]([C:2]([F:1])=[CH:3][N:4]=4)[CH2:10]2)[CH:16]([CH3:18])[CH3:17])[CH2:48]1, predict the reactants needed to synthesize it. The reactants are: [F:1][C:2]1[C:11]2[CH2:10][N:9]([C@H:12]([CH:16]([CH3:18])[CH3:17])[C:13]([OH:15])=O)[C:8](=[O:19])[C:7]3=[CH:20][NH:21][C:5]([C:6]=23)=[N:4][CH:3]=1.C1C=C2N=NN(O)C2=CC=1.O.CCN=C=NCCCN(C)C.Cl.Cl.[F:46][C:47]1([F:51])[CH2:50][NH:49][CH2:48]1.CN1CCOCC1. (2) Given the product [CH3:2][N:3]1[C:18]([C:19]2[CH:24]=[CH:23][CH:22]=[CH:21][CH:20]=2)=[N:26][N:27]=[C:4]1[CH2:5][CH2:6][CH2:7][CH:8]=[CH2:9], predict the reactants needed to synthesize it. The reactants are: Cl.[CH3:2][NH:3][C:4](=NC)[CH2:5][CH2:6][CH2:7][CH:8]=[CH2:9].C([O-])([O-])=O.[K+].[K+].[C:18]([NH:26][NH2:27])(=O)[C:19]1[CH:24]=[CH:23][CH:22]=[CH:21][CH:20]=1. (3) The reactants are: Cl[C:2]1[CH:20]=[CH:19][C:5]2[CH:6]=[CH:7][C:8]3[CH:18]=[CH:17][CH:16]=[CH:15][C:9]=3[N:10]([C:12](=[O:14])[CH3:13])[CH2:11][C:4]=2[N:3]=1.[C:21]1(B(O)O)[CH:26]=[CH:25][CH:24]=[CH:23][CH:22]=1.C(N1C2C=CC=CC=2C=CC2N=C(C3C=NC(OC)=CC=3)C(F)=CC=2C1)(=O)C. Given the product [C:12]([N:10]1[C:9]2[CH:15]=[CH:16][CH:17]=[CH:18][C:8]=2[CH:7]=[CH:6][C:5]2[CH:19]=[CH:20][C:2]([C:21]3[CH:26]=[CH:25][CH:24]=[CH:23][CH:22]=3)=[N:3][C:4]=2[CH2:11]1)(=[O:14])[CH3:13], predict the reactants needed to synthesize it. (4) Given the product [CH3:1][C:2]1[CH:11]=[CH:10][C:5]2[N:6]=[C:7]([NH:9][C:12]([N:14]3[CH:18]=[CH:17][N:16]=[CH:15]3)=[S:13])[S:8][C:4]=2[CH:3]=1, predict the reactants needed to synthesize it. The reactants are: [CH3:1][C:2]1[CH:11]=[CH:10][C:5]2[N:6]=[C:7]([NH2:9])[S:8][C:4]=2[CH:3]=1.[C:12](N1C=CN=C1)([N:14]1[CH:18]=[CH:17][N:16]=[CH:15]1)=[S:13]. (5) Given the product [C:29]([O:7][CH2:6][CH2:5][CH2:4][CH2:3][CH2:2][CH2:1][O:8][C:10](=[O:12])[C:9]1[C:15](=[CH:16][CH:17]=[CH:18][CH:19]=1)[NH2:14])(=[O:30])[C:4]1[C:28](=[CH:27][CH:1]=[CH:2][CH:3]=1)[NH2:21], predict the reactants needed to synthesize it. The reactants are: [CH2:1]([OH:8])[CH2:2][CH2:3][CH2:4][CH2:5][CH2:6][OH:7].[C:9]12[C:15](=[CH:16][CH:17]=[CH:18][CH:19]=1)[NH:14]C(=O)[O:12][C:10]2=O.[N:21]12[CH2:28][CH2:27]N(CC1)CC2.[CH3:29][OH:30].